This data is from Reaction yield outcomes from USPTO patents with 853,638 reactions. The task is: Predict the reaction yield, written as a fraction of the theoretical maximum amount of product (1.0 means a 100% yield; for example, 0.34 means a 34% yield). (1) The reactants are Br[C:2]1[CH:3]=[C:4]2[C:13](=[C:14]3[C:19]=1[CH:18]=[CH:17][CH:16]=[CH:15]3)[C:12]1[CH:20]=[CH:21][CH:22]=[CH:23][C:11]=1C1[C:5]2=[CH:6][CH:7]=[CH:8]C=1.C([Li])C[CH2:26][CH3:27].[B:29](OC(C)C)([O:34]C(C)C)[O:30]C(C)C. The catalyst is CCOCC.CCCCCC.C1(C)C=CC=CC=1. The product is [CH:21]1[C:20]2[C:2]3[C:3]([C:4]4[C:13]([C:12]=2[CH:11]=[CH:23][CH:22]=1)=[CH:8][CH:7]=[CH:6][CH:5]=4)=[CH:27][C:26]([B:29]([OH:34])[OH:30])=[C:14]1[C:19]=3[CH:18]=[CH:17][CH:16]=[CH:15]1. The yield is 0.600. (2) The reactants are [NH2:1][C:2]1[NH:6][N:5]=[CH:4][C:3]=1[C:7]([O:9][CH2:10][CH3:11])=[O:8].[Cl:12][C:13]1[CH:18]=[CH:17][C:16]([C:19](=O)[CH2:20][C:21](OCC)=[O:22])=[CH:15][C:14]=1[O:27][CH3:28]. The catalyst is CCCCO.CC1C=CC(S(O)(=O)=O)=CC=1. The product is [Cl:12][C:13]1[CH:18]=[CH:17][C:16]([C:19]2[NH:1][C:2]3[N:6]([N:5]=[CH:4][C:3]=3[C:7]([O:9][CH2:10][CH3:11])=[O:8])[C:21](=[O:22])[CH:20]=2)=[CH:15][C:14]=1[O:27][CH3:28]. The yield is 0.670. (3) The reactants are [NH2:1][C:2]1[N:7]=[CH:6][N:5]=[C:4]2[N:8]([CH2:25][C@H:26]([NH:28][C:29](=[O:33])[CH2:30][C:31]#[N:32])[CH3:27])[N:9]=[C:10]([C:11]3[CH:16]=[CH:15][C:14]([O:17][C:18]4[CH:23]=[CH:22][CH:21]=[CH:20][CH:19]=4)=[CH:13][C:12]=3[F:24])[C:3]=12.N1CCCCC1.[CH2:40]([O:42][C:43]([CH3:47])([CH3:46])[CH:44]=O)[CH3:41]. The catalyst is C(O)C. The product is [NH2:1][C:2]1[N:7]=[CH:6][N:5]=[C:4]2[N:8]([CH2:25][C@H:26]([NH:28][C:29](=[O:33])[C:30]([C:31]#[N:32])=[CH:44][C:43]([O:42][CH2:40][CH3:41])([CH3:47])[CH3:46])[CH3:27])[N:9]=[C:10]([C:11]3[CH:16]=[CH:15][C:14]([O:17][C:18]4[CH:19]=[CH:20][CH:21]=[CH:22][CH:23]=4)=[CH:13][C:12]=3[F:24])[C:3]=12. The yield is 0.0800. (4) The reactants are CN(C)C=O.[F:6][C:7]1[CH:14]=[C:13]([OH:15])[CH:12]=[CH:11][C:8]=1[CH:9]=[O:10].[H-].[Na+].[N:18]1[CH:23]=[CH:22][CH:21]=[CH:20][C:19]=1[CH2:24]Cl. The catalyst is O. The product is [F:6][C:7]1[CH:14]=[C:13]([O:15][CH2:24][C:19]2[CH:20]=[CH:21][CH:22]=[CH:23][N:18]=2)[CH:12]=[CH:11][C:8]=1[CH:9]=[O:10]. The yield is 0.406. (5) The reactants are [CH3:1][O:2][C:3](=[O:25])[C:4]1[C:9]([F:10])=[CH:8][C:7](F)=[CH:6][C:5]=1[NH:12][C:13](=[O:24])[CH2:14][C:15]1[CH:23]=[CH:22][C:18]2[O:19][CH2:20][O:21][C:17]=2[CH:16]=1.[CH3:26][N:27]1[CH2:32][CH2:31][NH:30][CH2:29][CH2:28]1. The catalyst is CS(C)=O. The product is [CH3:1][O:2][C:3](=[O:25])[C:4]1[C:9]([F:10])=[CH:8][C:7]([N:30]2[CH2:31][CH2:32][N:27]([CH3:26])[CH2:28][CH2:29]2)=[CH:6][C:5]=1[NH:12][C:13](=[O:24])[CH2:14][C:15]1[CH:23]=[CH:22][C:18]2[O:19][CH2:20][O:21][C:17]=2[CH:16]=1. The yield is 0.250. (6) The reactants are [C:1]1([C:7](=[N:14][CH2:15][C:16]#[N:17])[C:8]2[CH:13]=[CH:12][CH:11]=[CH:10][CH:9]=2)[CH:6]=[CH:5][CH:4]=[CH:3][CH:2]=1.C([Li])CCC.[F:23][CH2:24][CH2:25][CH2:26]I. The catalyst is C1COCC1. The product is [C:1]1([C:7](=[N:14][CH:15]([CH2:26][CH2:25][CH2:24][F:23])[C:16]#[N:17])[C:8]2[CH:9]=[CH:10][CH:11]=[CH:12][CH:13]=2)[CH:2]=[CH:3][CH:4]=[CH:5][CH:6]=1. The yield is 0.730. (7) The reactants are [OH:1][C:2]1[CH:11]=[CH:10][C:5]([C:6]([O:8][CH3:9])=[O:7])=[CH:4][C:3]=1[O:12][CH3:13].Br[CH2:15][CH2:16][CH2:17][Cl:18].C(=O)([O-])[O-].[K+].[K+]. The catalyst is C(#N)C. The product is [Cl:18][CH2:17][CH2:16][CH2:15][O:1][C:2]1[CH:11]=[CH:10][C:5]([C:6]([O:8][CH3:9])=[O:7])=[CH:4][C:3]=1[O:12][CH3:13]. The yield is 0.978.